This data is from Full USPTO retrosynthesis dataset with 1.9M reactions from patents (1976-2016). The task is: Predict the reactants needed to synthesize the given product. Given the product [F:1][C:2]1[C:3]([NH:10][CH2:11][C:12]2[C:17]([F:18])=[CH:16][CH:15]=[C:14]([C:19]3[CH:24]=[CH:23][CH:22]=[C:21]([F:25])[CH:20]=3)[C:13]=2[CH3:26])=[C:4]([F:9])[CH:5]=[CH:6][C:7]=1[OH:8], predict the reactants needed to synthesize it. The reactants are: [F:1][C:2]1[C:7]([OH:8])=[CH:6][CH:5]=[C:4]([F:9])[C:3]=1[NH:10][C:11](=O)[C:12]1[C:17]([F:18])=[CH:16][CH:15]=[C:14]([C:19]2[CH:24]=[CH:23][CH:22]=[C:21]([F:25])[CH:20]=2)[C:13]=1[CH3:26].